From a dataset of NCI-60 drug combinations with 297,098 pairs across 59 cell lines. Regression. Given two drug SMILES strings and cell line genomic features, predict the synergy score measuring deviation from expected non-interaction effect. (1) Drug 1: C1CC(C1)(C(=O)O)C(=O)O.[NH2-].[NH2-].[Pt+2]. Drug 2: CS(=O)(=O)OCCCCOS(=O)(=O)C. Cell line: NCI-H226. Synergy scores: CSS=-0.224, Synergy_ZIP=-0.367, Synergy_Bliss=-1.38, Synergy_Loewe=-7.65, Synergy_HSA=-3.99. (2) Drug 1: C1=CC(=CC=C1CCC2=CNC3=C2C(=O)NC(=N3)N)C(=O)NC(CCC(=O)O)C(=O)O. Drug 2: CC1=C(C=C(C=C1)NC(=O)C2=CC=C(C=C2)CN3CCN(CC3)C)NC4=NC=CC(=N4)C5=CN=CC=C5. Cell line: TK-10. Synergy scores: CSS=44.4, Synergy_ZIP=3.94, Synergy_Bliss=1.74, Synergy_Loewe=-25.3, Synergy_HSA=-0.569. (3) Drug 1: CC1C(C(CC(O1)OC2CC(CC3=C2C(=C4C(=C3O)C(=O)C5=C(C4=O)C(=CC=C5)OC)O)(C(=O)C)O)N)O.Cl. Drug 2: CC12CCC3C(C1CCC2O)C(CC4=C3C=CC(=C4)O)CCCCCCCCCS(=O)CCCC(C(F)(F)F)(F)F. Cell line: LOX IMVI. Synergy scores: CSS=8.67, Synergy_ZIP=-2.39, Synergy_Bliss=-6.60, Synergy_Loewe=-25.8, Synergy_HSA=-5.24.